This data is from Forward reaction prediction with 1.9M reactions from USPTO patents (1976-2016). The task is: Predict the product of the given reaction. (1) Given the reactants Cl[C:2]1[N:3]=[N+:4]([O-:15])[C:5]2[CH:14]=[C:13]3[C:9]([CH2:10][CH2:11][CH2:12]3)=[CH:8][C:6]=2[N:7]=1.[CH3:16][O:17][CH2:18][CH2:19][NH:20][CH2:21][CH2:22][NH:23]C.[CH3:25]OCCOC, predict the reaction product. The product is: [O-:15][N+:4]1[C:5]2[CH:14]=[C:13]3[C:9](=[CH:8][C:6]=2[N:7]=[C:2]([NH:23][CH2:22][CH2:21][N:20]([CH2:19][CH2:18][O:17][CH3:16])[CH3:25])[N:3]=1)[CH2:10][CH2:11][CH2:12]3. (2) Given the reactants C(O[C:6]([N:8](C)[C:9]([C:30]1[C:38]([O:39][CH3:40])=[CH:37][C:36]([CH3:41])=[C:35]2[C:31]=1[CH:32]=[CH:33][N:34]2C(OC(C)(C)C)=O)([C:11]1[N:15](COCC[Si](C)(C)C)[C:14]2[CH:24]=[CH:25][C:26]([C:28]#[N:29])=[CH:27][C:13]=2[N:12]=1)[CH3:10])=O)(C)(C)C.C(OC(N(C)C(C1C(OC)=CC(C)=C2C=1C=CN2C(OC(C)(C)C)=O)(C1N(COCC[Si](C)(C)C)C2C=C(C#N)C=CC=2N=1)C)=O)(C)(C)C.Cl.O1CCOCC1.C(=O)([O-])[O-].[Cs+].[Cs+], predict the reaction product. The product is: [CH3:40][O:39][C:38]1[C:30]([C:9]([C:11]2[NH:15][C:14]3[CH:24]=[CH:25][C:26]([C:28]#[N:29])=[CH:27][C:13]=3[N:12]=2)([NH:8][CH3:6])[CH3:10])=[C:31]2[C:35](=[C:36]([CH3:41])[CH:37]=1)[NH:34][CH:33]=[CH:32]2. (3) Given the reactants [NH2:1][C:2]1[C:3]2[N:4]([C:8]([C@@H:31]3[CH2:36][CH2:35][CH2:34][CH2:33][NH:32]3)=[N:9][C:10]=2[C:11]2[CH:28]=[CH:27][C:14]([C:15]([NH:17][C:18]3[CH:23]=[C:22]([CH2:24][CH2:25][CH3:26])[CH:21]=[CH:20][N:19]=3)=[O:16])=[C:13]([O:29][CH3:30])[CH:12]=2)[CH:5]=[CH:6][N:7]=1.[CH3:37][N:38]([CH3:45])[CH2:39]/[CH:40]=[CH:41]/[C:42](O)=[O:43], predict the reaction product. The product is: [NH2:1][C:2]1[C:3]2[N:4]([C:8]([C@@H:31]3[CH2:36][CH2:35][CH2:34][CH2:33][N:32]3[C:42](=[O:43])/[CH:41]=[CH:40]/[CH2:39][N:38]([CH3:45])[CH3:37])=[N:9][C:10]=2[C:11]2[CH:28]=[CH:27][C:14]([C:15]([NH:17][C:18]3[CH:23]=[C:22]([CH2:24][CH2:25][CH3:26])[CH:21]=[CH:20][N:19]=3)=[O:16])=[C:13]([O:29][CH3:30])[CH:12]=2)[CH:5]=[CH:6][N:7]=1. (4) Given the reactants [K].[C:2]([C:6]1[CH:11]=[CH:10][C:9]([S:12]([NH:15][C:16]2[C:21]([O:22][C:23]3[CH:28]=[CH:27][CH:26]=[CH:25][C:24]=3[O:29][CH3:30])=[C:20](Cl)[N:19]=[C:18]([C:32]3[N:37]=[CH:36][CH:35]=[CH:34][N:33]=3)[N:17]=2)(=[O:14])=[O:13])=[CH:8][CH:7]=1)([CH3:5])([CH3:4])[CH3:3].[C:38](OCCO)([CH3:41])([CH3:40])[CH3:39].[OH-:46].[Na+].[C:48]1([CH3:54])C=CC=CC=1, predict the reaction product. The product is: [C:2]([C:6]1[CH:11]=[CH:10][C:9]([S:12]([NH:15][C:16]2[C:21]([O:22][C:23]3[CH:28]=[CH:27][CH:26]=[CH:25][C:24]=3[O:29][CH3:30])=[C:20]([O:46][CH2:48][CH2:54][C:38]([CH3:39])([CH3:40])[CH3:41])[N:19]=[C:18]([C:32]3[N:37]=[CH:36][CH:35]=[CH:34][N:33]=3)[N:17]=2)(=[O:14])=[O:13])=[CH:8][CH:7]=1)([CH3:5])([CH3:4])[CH3:3]. (5) Given the reactants [OH:1][C:2]1[C:27]([O:28][CH3:29])=[CH:26][C:5]2[C:6]3[N:11]([CH:12]([C:14]([CH3:19])([CH3:18])[CH2:15][O:16][CH3:17])[CH2:13][C:4]=2[CH:3]=1)[CH:10]=[C:9]([C:20]([O:22][CH2:23][CH3:24])=[O:21])[C:8](=[O:25])[CH:7]=3.C(=O)([O-])[O-].[K+].[K+].Cl.Cl[CH2:38][CH2:39][CH2:40][N:41]1[CH2:46][CH2:45][O:44][CH2:43][CH2:42]1.O, predict the reaction product. The product is: [CH3:29][O:28][C:27]1[C:2]([O:1][CH2:38][CH2:39][CH2:40][N:41]2[CH2:46][CH2:45][O:44][CH2:43][CH2:42]2)=[CH:3][C:4]2[CH2:13][CH:12]([C:14]([CH3:18])([CH3:19])[CH2:15][O:16][CH3:17])[N:11]3[C:6](=[CH:7][C:8](=[O:25])[C:9]([C:20]([O:22][CH2:23][CH3:24])=[O:21])=[CH:10]3)[C:5]=2[CH:26]=1. (6) Given the reactants [CH2:1]([N:8]([CH:40]1[CH2:45][CH2:44][CH2:43][CH2:42][CH2:41]1)[C:9](=[O:39])[C:10]1[CH:15]=[C:14]([N:16]2[CH2:21][CH2:20][N:19]([CH2:22][CH2:23][CH:24]([C:31]3[CH:36]=[CH:35][CH:34]=[CH:33][CH:32]=3)[C:25]3[CH:30]=[CH:29][CH:28]=[CH:27][CH:26]=3)[CH2:18][CH2:17]2)[CH:13]=[CH:12][C:11]=1[O:37]C)[C:2]1[CH:7]=[CH:6][CH:5]=[CH:4][CH:3]=1.B(Br)(Br)Br.O.C(=O)([O-])O.[Na+], predict the reaction product. The product is: [CH2:1]([N:8]([CH:40]1[CH2:45][CH2:44][CH2:43][CH2:42][CH2:41]1)[C:9](=[O:39])[C:10]1[CH:15]=[C:14]([N:16]2[CH2:21][CH2:20][N:19]([CH2:22][CH2:23][CH:24]([C:25]3[CH:30]=[CH:29][CH:28]=[CH:27][CH:26]=3)[C:31]3[CH:32]=[CH:33][CH:34]=[CH:35][CH:36]=3)[CH2:18][CH2:17]2)[CH:13]=[CH:12][C:11]=1[OH:37])[C:2]1[CH:7]=[CH:6][CH:5]=[CH:4][CH:3]=1. (7) Given the reactants [CH2:1]([OH:6])[CH2:2][CH2:3][CH2:4][OH:5].[H-].[Na+].[Br:9][C:10]1[C:11]([Cl:28])=[CH:12][C:13](F)=[C:14]([S:16]([N:19]([CH3:26])[C:20]2[CH:25]=[CH:24][CH:23]=[CH:22][N:21]=2)(=[O:18])=[O:17])[CH:15]=1, predict the reaction product. The product is: [Br:9][C:10]1[C:11]([Cl:28])=[CH:12][C:13]([O:5][CH2:4][CH2:3][CH2:2][CH2:1][OH:6])=[C:14]([S:16]([N:19]([CH3:26])[C:20]2[CH:25]=[CH:24][CH:23]=[CH:22][N:21]=2)(=[O:17])=[O:18])[CH:15]=1.